From a dataset of Full USPTO retrosynthesis dataset with 1.9M reactions from patents (1976-2016). Predict the reactants needed to synthesize the given product. (1) Given the product [C:1]([C:9]1[CH:10]=[CH:11][C:12]([C:13]([O:15][CH3:18])=[O:14])=[CH:16][CH:17]=1)(=[O:8])[C:2]1[CH:3]=[CH:4][CH:5]=[CH:6][CH:7]=1, predict the reactants needed to synthesize it. The reactants are: [C:1]([C:9]1[CH:17]=[CH:16][C:12]([C:13]([OH:15])=[O:14])=[CH:11][CH:10]=1)(=[O:8])[C:2]1[CH:7]=[CH:6][CH:5]=[CH:4][CH:3]=1.[CH3:18]O. (2) Given the product [OH:2][C:3]1[CH:4]=[CH:5][C:6]([CH2:9][CH2:10][CH2:11][C:12]([OH:14])=[O:13])=[CH:7][CH:8]=1, predict the reactants needed to synthesize it. The reactants are: C[O:2][C:3]1[CH:8]=[CH:7][C:6]([CH2:9][CH2:10][CH2:11][C:12]([OH:14])=[O:13])=[CH:5][CH:4]=1.O. (3) Given the product [CH3:32][O:33][C:34]1[CH:35]=[C:36]([CH2:42][CH2:43][N:44]2[C:7](=[O:9])[C:6]3[CH:5]=[C:4]([CH2:11][CH3:12])[S:3][C:2]=3[NH:1][C:14]2=[O:16])[CH:37]=[CH:38][C:39]=1[O:40][CH3:41], predict the reactants needed to synthesize it. The reactants are: [NH2:1][C:2]1[S:3][C:4]([CH2:11][CH3:12])=[CH:5][C:6]=1[C:7]([O:9]C)=O.Cl[C:14](Cl)([O:16]C(=O)OC(Cl)(Cl)Cl)Cl.C(N(CC)CC)C.[CH3:32][O:33][C:34]1[CH:35]=[C:36]([CH2:42][CH2:43][NH2:44])[CH:37]=[CH:38][C:39]=1[O:40][CH3:41]. (4) The reactants are: [CH:1]1([C:4]2[CH:5]=[CH:6][C:7]([C:18]#N)=[N:8][C:9]=2[CH2:10][C:11]2[CH:16]=[CH:15][C:14]([F:17])=[CH:13][CH:12]=2)[CH2:3][CH2:2]1.[OH-:20].[Na+].Cl.[OH2:23]. Given the product [CH:1]1([C:4]2[CH:5]=[CH:6][C:7]([C:18]([OH:23])=[O:20])=[N:8][C:9]=2[CH2:10][C:11]2[CH:16]=[CH:15][C:14]([F:17])=[CH:13][CH:12]=2)[CH2:3][CH2:2]1, predict the reactants needed to synthesize it. (5) The reactants are: [CH:1]1([C:4]2[CH:10]=[CH:9][CH:8]=[C:7]([CH3:11])[C:5]=2[O-:6])[CH2:3][CH2:2]1.[Na+].C(C(CCCC)CO)C.[OH:22][C:23]1[CH:28]=[C:27]([Cl:29])[N:26]=[N:25][C:24]=1Cl.C1(C2C=CC=C(C)C=2O)CC1. Given the product [Cl:29][C:27]1[N:26]=[N:25][C:24]([O:6][C:5]2[C:7]([CH3:11])=[CH:8][CH:9]=[CH:10][C:4]=2[CH:1]2[CH2:3][CH2:2]2)=[C:23]([OH:22])[CH:28]=1, predict the reactants needed to synthesize it. (6) Given the product [CH2:18]([O:17][C:13]1[CH:12]=[C:11]2[C:16](=[CH:15][CH:14]=1)[NH:8][N:9]=[C:10]2[C:25]1[NH:26][C:27]2[C:32]([CH:33]=1)=[CH:31][C:30]([O:34][CH2:35][CH2:36][N:37]1[CH2:38][CH2:39][O:40][CH2:41][CH2:42]1)=[CH:29][CH:28]=2)[C:19]1[CH:24]=[CH:23][CH:22]=[CH:21][CH:20]=1, predict the reactants needed to synthesize it. The reactants are: C(OC([N:8]1[C:16]2[C:11](=[CH:12][C:13]([O:17][CH2:18][C:19]3[CH:24]=[CH:23][CH:22]=[CH:21][CH:20]=3)=[CH:14][CH:15]=2)[C:10]([C:25]2[N:26](C(OC(C)(C)C)=O)[C:27]3[C:32]([CH:33]=2)=[CH:31][C:30]([O:34][CH2:35][CH2:36][N:37]2[CH2:42][CH2:41][O:40][CH2:39][CH2:38]2)=[CH:29][CH:28]=3)=[N:9]1)=O)(C)(C)C.Cl. (7) Given the product [C:2]1([NH:1][C:8]2([C:19]#[N:20])[CH2:13][CH2:12][CH2:11][CH2:10][CH2:9]2)[CH:7]=[CH:6][CH:5]=[CH:4][CH:3]=1, predict the reactants needed to synthesize it. The reactants are: [NH2:1][C:2]1[CH:7]=[CH:6][CH:5]=[CH:4][CH:3]=1.[C:8]1(=O)[CH2:13][CH2:12][CH2:11][CH2:10][CH2:9]1.C[Si]([C:19]#[N:20])(C)C. (8) Given the product [NH2:25][CH2:24][CH2:23][O:22][C@@H:8]([C:4]1[CH:5]=[CH:6][CH:7]=[C:2]([Cl:1])[CH:3]=1)[C@@H:9]1[CH2:14][CH2:13][CH2:12][N:11]([C:15]([O:17][C:18]([CH3:21])([CH3:19])[CH3:20])=[O:16])[CH2:10]1, predict the reactants needed to synthesize it. The reactants are: [Cl:1][C:2]1[CH:3]=[C:4]([C@H:8]([O:22][CH2:23][C:24]#[N:25])[C@@H:9]2[CH2:14][CH2:13][CH2:12][N:11]([C:15]([O:17][C:18]([CH3:21])([CH3:20])[CH3:19])=[O:16])[CH2:10]2)[CH:5]=[CH:6][CH:7]=1.S(C)C.CO. (9) Given the product [OH:12][CH:11]([C:4]1[C:22]2[O:21][CH:20]=[CH:19][C:18]=2[CH:10]=[C:6]([C:7]#[N:16])[CH:5]=1)[CH3:13], predict the reactants needed to synthesize it. The reactants are: BrC1C=[C:4]([CH:11]=[O:12])[C:5]2OC=[CH:7][C:6]=2[CH:10]=1.[CH3:13][Mg]Br.[NH4+:16].[Cl-].[CH2:18]1[CH2:22][O:21][CH2:20][CH2:19]1. (10) Given the product [CH:1]1([C@@H:4]([C:12]2[CH:13]=[N:14][C:15]([C:18]([F:21])([F:19])[F:20])=[CH:16][CH:17]=2)[NH2:5])[CH2:3][CH2:2]1, predict the reactants needed to synthesize it. The reactants are: [CH:1]1([C@H:4]([C:12]2[CH:13]=[N:14][C:15]([C:18]([F:21])([F:20])[F:19])=[CH:16][CH:17]=2)[NH:5][S@](C(C)(C)C)=O)[CH2:3][CH2:2]1.C(O)C.Cl.O1CCOCC1.